Dataset: Reaction yield outcomes from USPTO patents with 853,638 reactions. Task: Predict the reaction yield, written as a fraction of the theoretical maximum amount of product (1.0 means a 100% yield; for example, 0.34 means a 34% yield). The reactants are [Br:1][C:2]1[CH:3]=[C:4]([N+:12]([O-:14])=[O:13])[C:5]([CH3:11])=[C:6]([CH:10]=1)[C:7]([OH:9])=[O:8].[C:15](=O)([O-])[O-].[Na+].[Na+].CI. The catalyst is CN(C=O)C. The product is [Br:1][C:2]1[CH:3]=[C:4]([N+:12]([O-:14])=[O:13])[C:5]([CH3:11])=[C:6]([CH:10]=1)[C:7]([O:9][CH3:15])=[O:8]. The yield is 0.990.